From a dataset of Full USPTO retrosynthesis dataset with 1.9M reactions from patents (1976-2016). Predict the reactants needed to synthesize the given product. (1) Given the product [O:18]=[C:8]1[N:7]([CH:4]2[CH2:3][CH2:2][N:1]([C:29]3[N:34]=[CH:33][N:32]=[C:31]([C:35]([O:37][CH2:38][CH3:39])=[O:36])[CH:30]=3)[CH2:6][CH2:5]2)[CH2:13][CH2:12][C:11]2[CH:14]=[CH:15][CH:16]=[CH:17][C:10]=2[NH:9]1, predict the reactants needed to synthesize it. The reactants are: [NH:1]1[CH2:6][CH2:5][CH:4]([N:7]2[CH2:13][CH2:12][C:11]3[CH:14]=[CH:15][CH:16]=[CH:17][C:10]=3[NH:9][C:8]2=[O:18])[CH2:3][CH2:2]1.CCN(C(C)C)C(C)C.Cl[C:29]1[N:34]=[CH:33][N:32]=[C:31]([C:35]([O:37][CH2:38][CH3:39])=[O:36])[CH:30]=1. (2) Given the product [CH3:55][N:56]1[C:64]2[C:59](=[CH:60][C:61]([C:2]3[CH:3]=[CH:4][C:5]([C:8]4[S:24][C:11]5[CH2:12][N:13]([CH:17]([CH2:22][CH3:23])[C:18]([O:20][CH3:21])=[O:19])[S:14](=[O:16])(=[O:15])[C:10]=5[CH:9]=4)=[CH:6][CH:7]=3)=[CH:62][CH:63]=2)[CH:58]=[CH:57]1, predict the reactants needed to synthesize it. The reactants are: Br[C:2]1[CH:7]=[CH:6][C:5]([C:8]2[S:24][C:11]3[CH2:12][N:13]([CH:17]([CH2:22][CH3:23])[C:18]([O:20][CH3:21])=[O:19])[S:14](=[O:16])(=[O:15])[C:10]=3[CH:9]=2)=[CH:4][CH:3]=1.P([O-])([O-])([O-])=O.[K+].[K+].[K+].C1(C)C=CC=CC=1P(C1C=CC=CC=1C)C1C=CC=CC=1C.[CH3:55][N:56]1[C:64]2[C:59](=[CH:60][C:61](B(O)O)=[CH:62][CH:63]=2)[CH:58]=[CH:57]1.Cl.